Task: Predict the reactants needed to synthesize the given product.. Dataset: Full USPTO retrosynthesis dataset with 1.9M reactions from patents (1976-2016) Given the product [Cl:1][C:2]1[S:6][C:5]([B:7]2[O:9][CH2:15][CH2:14][NH:10][CH2:11][CH2:12][O:8]2)=[CH:4][CH:3]=1, predict the reactants needed to synthesize it. The reactants are: [Cl:1][C:2]1[S:6][C:5]([B:7]([OH:9])[OH:8])=[CH:4][CH:3]=1.[NH:10]([CH2:14][CH2:15]O)[CH2:11][CH2:12]O.